Dataset: Forward reaction prediction with 1.9M reactions from USPTO patents (1976-2016). Task: Predict the product of the given reaction. (1) Given the reactants [Cl:1][C:2]1[C:6]([NH:7][C:8](=[O:10])[CH3:9])=[CH:5][N:4]([C:11]2[CH:12]=[N:13][CH:14]=[CH:15][CH:16]=2)[N:3]=1.[CH3:17][C:18](C)([O-])C.[Na+].C(Br)C, predict the reaction product. The product is: [Cl:1][C:2]1[C:6]([N:7]([CH2:17][CH3:18])[C:8](=[O:10])[CH3:9])=[CH:5][N:4]([C:11]2[CH:12]=[N:13][CH:14]=[CH:15][CH:16]=2)[N:3]=1. (2) The product is: [Cl:1][C:2]1[CH:3]=[CH:4][C:5]2[O:9][C:8]([B:24]([OH:29])[OH:25])=[CH:7][C:6]=2[CH:10]=1. Given the reactants [Cl:1][C:2]1[CH:3]=[CH:4][C:5]2[O:9][CH:8]=[CH:7][C:6]=2[CH:10]=1.CN(C)CCN(C)C.C([Li])CCC.[B:24](OC(C)C)([O:29]C(C)C)[O:25]C(C)C, predict the reaction product.